Regression. Given two drug SMILES strings and cell line genomic features, predict the synergy score measuring deviation from expected non-interaction effect. From a dataset of NCI-60 drug combinations with 297,098 pairs across 59 cell lines. (1) Drug 1: CC1=C(C(=CC=C1)Cl)NC(=O)C2=CN=C(S2)NC3=CC(=NC(=N3)C)N4CCN(CC4)CCO. Drug 2: CN(CCCl)CCCl.Cl. Cell line: HCC-2998. Synergy scores: CSS=12.8, Synergy_ZIP=-5.45, Synergy_Bliss=1.01, Synergy_Loewe=-5.36, Synergy_HSA=-4.12. (2) Drug 1: CN(CC1=CN=C2C(=N1)C(=NC(=N2)N)N)C3=CC=C(C=C3)C(=O)NC(CCC(=O)O)C(=O)O. Drug 2: CCCCCOC(=O)NC1=NC(=O)N(C=C1F)C2C(C(C(O2)C)O)O. Cell line: RXF 393. Synergy scores: CSS=18.1, Synergy_ZIP=-2.97, Synergy_Bliss=0.299, Synergy_Loewe=-6.57, Synergy_HSA=0.270. (3) Drug 1: COC1=C(C=C2C(=C1)N=CN=C2NC3=CC(=C(C=C3)F)Cl)OCCCN4CCOCC4. Drug 2: C1C(C(OC1N2C=NC(=NC2=O)N)CO)O. Cell line: DU-145. Synergy scores: CSS=34.6, Synergy_ZIP=2.54, Synergy_Bliss=3.51, Synergy_Loewe=2.68, Synergy_HSA=5.83. (4) Drug 1: COC1=C2C(=CC3=C1OC=C3)C=CC(=O)O2. Drug 2: CC12CCC3C(C1CCC2OP(=O)(O)O)CCC4=C3C=CC(=C4)OC(=O)N(CCCl)CCCl.[Na+]. Cell line: EKVX. Synergy scores: CSS=7.15, Synergy_ZIP=-3.18, Synergy_Bliss=-3.63, Synergy_Loewe=-4.87, Synergy_HSA=-4.66. (5) Drug 1: C1=CC(=CC=C1CC(C(=O)O)N)N(CCCl)CCCl.Cl. Drug 2: C1=CN(C=N1)CC(O)(P(=O)(O)O)P(=O)(O)O. Cell line: HS 578T. Synergy scores: CSS=16.5, Synergy_ZIP=-6.15, Synergy_Bliss=-6.45, Synergy_Loewe=-7.85, Synergy_HSA=-7.49. (6) Drug 1: C1=CN(C(=O)N=C1N)C2C(C(C(O2)CO)O)(F)F. Drug 2: C1CC(C1)(C2=CC=C(C=C2)C3=C(C=C4C(=N3)C=CN5C4=NNC5=O)C6=CC=CC=C6)N. Cell line: SK-OV-3. Synergy scores: CSS=53.6, Synergy_ZIP=1.18, Synergy_Bliss=-0.0256, Synergy_Loewe=-1.68, Synergy_HSA=3.78. (7) Drug 1: CC12CCC(CC1=CCC3C2CCC4(C3CC=C4C5=CN=CC=C5)C)O. Drug 2: CN(CC1=CN=C2C(=N1)C(=NC(=N2)N)N)C3=CC=C(C=C3)C(=O)NC(CCC(=O)O)C(=O)O. Cell line: OVCAR-5. Synergy scores: CSS=23.2, Synergy_ZIP=-2.40, Synergy_Bliss=6.31, Synergy_Loewe=4.37, Synergy_HSA=7.54.